From a dataset of Full USPTO retrosynthesis dataset with 1.9M reactions from patents (1976-2016). Predict the reactants needed to synthesize the given product. Given the product [NH2:1][C:2]1[N:10]=[C:9]2[C:5]([N:6]=[CH:7][N:8]2[C@@H:11]2[O:15][C@H:14]([CH2:16][O:17][P:39]([NH:53][C@@H:54]([CH3:60])[C:55]([O:57][CH2:58][CH3:59])=[O:56])([O:38][C:37]3[CH:36]=[CH:35][C:34]([Cl:33])=[CH:62][CH:61]=3)=[O:40])[C@@H:13]([OH:18])[C@:12]2([F:20])[CH3:19])=[C:4]([O:21][CH2:22][CH3:23])[N:3]=1, predict the reactants needed to synthesize it. The reactants are: [NH2:1][C:2]1[N:10]=[C:9]2[C:5]([N:6]=[CH:7][N:8]2[C@@H:11]2[O:15][C@H:14]([CH2:16][OH:17])[C@@H:13]([OH:18])[C@:12]2([F:20])[CH3:19])=[C:4]([O:21][CH2:22][CH3:23])[N:3]=1.C([Mg]Cl)(C)(C)C.C(=O)=O.[Cl:33][C:34]1[CH:62]=[CH:61][C:37]([O:38][P:39]([NH:53][C@@H:54]([CH3:60])[C:55]([O:57][CH2:58][CH3:59])=[O:56])(OC2C(F)=C(F)C(F)=C(F)C=2F)=[O:40])=[CH:36][CH:35]=1.